Dataset: NCI-60 drug combinations with 297,098 pairs across 59 cell lines. Task: Regression. Given two drug SMILES strings and cell line genomic features, predict the synergy score measuring deviation from expected non-interaction effect. (1) Drug 2: B(C(CC(C)C)NC(=O)C(CC1=CC=CC=C1)NC(=O)C2=NC=CN=C2)(O)O. Cell line: UACC-257. Synergy scores: CSS=12.8, Synergy_ZIP=0.640, Synergy_Bliss=0.299, Synergy_Loewe=-3.01, Synergy_HSA=-1.48. Drug 1: C#CCC(CC1=CN=C2C(=N1)C(=NC(=N2)N)N)C3=CC=C(C=C3)C(=O)NC(CCC(=O)O)C(=O)O. (2) Drug 1: C1=NC2=C(N=C(N=C2N1C3C(C(C(O3)CO)O)F)Cl)N. Drug 2: C1CN1C2=NC(=NC(=N2)N3CC3)N4CC4. Cell line: RPMI-8226. Synergy scores: CSS=29.8, Synergy_ZIP=2.28, Synergy_Bliss=2.82, Synergy_Loewe=-6.95, Synergy_HSA=-5.75. (3) Drug 1: CC1=C(N=C(N=C1N)C(CC(=O)N)NCC(C(=O)N)N)C(=O)NC(C(C2=CN=CN2)OC3C(C(C(C(O3)CO)O)O)OC4C(C(C(C(O4)CO)O)OC(=O)N)O)C(=O)NC(C)C(C(C)C(=O)NC(C(C)O)C(=O)NCCC5=NC(=CS5)C6=NC(=CS6)C(=O)NCCC[S+](C)C)O. Drug 2: CCN(CC)CCCC(C)NC1=C2C=C(C=CC2=NC3=C1C=CC(=C3)Cl)OC. Cell line: MOLT-4. Synergy scores: CSS=37.7, Synergy_ZIP=-0.825, Synergy_Bliss=-1.18, Synergy_Loewe=-8.56, Synergy_HSA=-0.570. (4) Drug 1: CC1=C2C(C(=O)C3(C(CC4C(C3C(C(C2(C)C)(CC1OC(=O)C(C(C5=CC=CC=C5)NC(=O)C6=CC=CC=C6)O)O)OC(=O)C7=CC=CC=C7)(CO4)OC(=O)C)O)C)OC(=O)C. Drug 2: CC12CCC3C(C1CCC2OP(=O)(O)O)CCC4=C3C=CC(=C4)OC(=O)N(CCCl)CCCl.[Na+]. Cell line: SN12C. Synergy scores: CSS=59.7, Synergy_ZIP=17.5, Synergy_Bliss=17.7, Synergy_Loewe=6.12, Synergy_HSA=17.8. (5) Drug 1: COC1=CC(=CC(=C1O)OC)C2C3C(COC3=O)C(C4=CC5=C(C=C24)OCO5)OC6C(C(C7C(O6)COC(O7)C8=CC=CS8)O)O. Drug 2: CC1CCC2CC(C(=CC=CC=CC(CC(C(=O)C(C(C(=CC(C(=O)CC(OC(=O)C3CCCCN3C(=O)C(=O)C1(O2)O)C(C)CC4CCC(C(C4)OC)O)C)C)O)OC)C)C)C)OC. Cell line: A498. Synergy scores: CSS=39.6, Synergy_ZIP=-7.03, Synergy_Bliss=-4.54, Synergy_Loewe=2.65, Synergy_HSA=4.15. (6) Drug 1: CCC1(CC2CC(C3=C(CCN(C2)C1)C4=CC=CC=C4N3)(C5=C(C=C6C(=C5)C78CCN9C7C(C=CC9)(C(C(C8N6C=O)(C(=O)OC)O)OC(=O)C)CC)OC)C(=O)OC)O.OS(=O)(=O)O. Drug 2: C1C(C(OC1N2C=NC3=C(N=C(N=C32)Cl)N)CO)O. Cell line: DU-145. Synergy scores: CSS=33.5, Synergy_ZIP=-7.61, Synergy_Bliss=-6.14, Synergy_Loewe=-6.22, Synergy_HSA=-4.02.